Dataset: Retrosynthesis with 50K atom-mapped reactions and 10 reaction types from USPTO. Task: Predict the reactants needed to synthesize the given product. (1) Given the product CCOc1c(C(C)=O)cc(Cl)c(F)c1C1CNC(=O)C1, predict the reactants needed to synthesize it. The reactants are: CCOc1c(C2(C)OCCO2)cc(Cl)c(F)c1C1CNC(=O)C1. (2) The reactants are: Brc1cnc(I)nc1.CC(C)(C)[Si](Oc1c(Br)oc2cnccc12)(c1ccccc1)c1ccccc1. Given the product CC(C)(C)[Si](Oc1c(-c2ncc(Br)cn2)oc2cnccc12)(c1ccccc1)c1ccccc1, predict the reactants needed to synthesize it. (3) Given the product Cc1cccc(Nc2c(C#N)sc3c2ccc(=O)n3-c2ccccc2)c1, predict the reactants needed to synthesize it. The reactants are: Cc1cccc(I)c1.N#Cc1sc2c(ccc(=O)n2-c2ccccc2)c1N. (4) Given the product COCCCc1cc(CN(C(=O)[C@H]2CNCC[C@]2(OC)c2ccn(C)c(=O)c2)C2CC2)cc(OCCOC)c1, predict the reactants needed to synthesize it. The reactants are: COCCCc1cc(CN(C(=O)[C@H]2CN(C(=O)OC(C)(C)C)CC[C@]2(OC)c2ccn(C)c(=O)c2)C2CC2)cc(OCCOC)c1. (5) Given the product COc1ccc(-n2nc(C(=O)O)cc2-c2c[nH]c(C)n2)cn1, predict the reactants needed to synthesize it. The reactants are: CCOC(=O)c1cc(-c2c[nH]c(C)n2)n(-c2ccc(OC)nc2)n1. (6) Given the product O=C(OCc1ccccc1)[C@@H]1C[C@H](O)CN1C(=O)c1ccccc1, predict the reactants needed to synthesize it. The reactants are: BrCc1ccccc1.O=C(O)[C@@H]1C[C@H](O)CN1C(=O)c1ccccc1.